The task is: Predict the reactants needed to synthesize the given product.. This data is from Full USPTO retrosynthesis dataset with 1.9M reactions from patents (1976-2016). (1) Given the product [Cl:1][C:2]1[N:11]=[CH:10][CH:9]=[C:8]2[C:3]=1[CH:4]=[C:5]([C:26]1[CH:27]=[CH:28][CH:29]=[CH:30][CH:31]=1)[C:6]([C:12]1[CH:17]=[CH:16][C:15]([CH:18]([NH:19][S:20]([C:22]([CH3:25])([CH3:24])[CH3:23])=[O:21])[CH3:32])=[CH:14][CH:13]=1)=[N:7]2, predict the reactants needed to synthesize it. The reactants are: [Cl:1][C:2]1[N:11]=[CH:10][CH:9]=[C:8]2[C:3]=1[CH:4]=[C:5]([C:26]1[CH:31]=[CH:30][CH:29]=[CH:28][CH:27]=1)[C:6]([C:12]1[CH:17]=[CH:16][C:15](/[CH:18]=[N:19]/[S:20]([C:22]([CH3:25])([CH3:24])[CH3:23])=[O:21])=[CH:14][CH:13]=1)=[N:7]2.[CH3:32][Mg]Br. (2) Given the product [CH3:18][N:16]([CH3:17])[C:11]1[N:10]=[C:9]([N:8]2[C@@H:1]3[C@@H:6]([CH2:5][CH2:4][N:3]([C:44]([C:43]4[CH:47]=[CH:48][CH:49]=[CH:50][C:42]=4[N:38]4[N:39]=[CH:40][CH:41]=[N:37]4)=[O:45])[CH2:2]3)[CH2:7]2)[CH:14]=[C:13]([CH3:15])[N:12]=1, predict the reactants needed to synthesize it. The reactants are: [C@@H:1]12[N:8]([C:9]3[CH:14]=[C:13]([CH3:15])[N:12]=[C:11]([N:16]([CH3:18])[CH3:17])[N:10]=3)[CH2:7][C@@H:6]1[CH2:5][CH2:4][NH:3][CH2:2]2.[C@@H]12N(C3C=NC4C(=CC=CC=4)N=3)C[C@@H]1CCNC2.[N:37]1[N:38]([C:42]2[CH:50]=[CH:49][CH:48]=[CH:47][C:43]=2[C:44](O)=[O:45])[N:39]=[CH:40][CH:41]=1.S1C=CC=C1C1C=CC=CC=1C(O)=O. (3) Given the product [C:1]([C:5]1[CH:35]=[CH:34][C:8]([CH2:9][S:10][C:11]2[O:12][C:13]3[C:18]([C:19](=[O:33])[C:20]=2[CH2:21][F:36])=[CH:17][CH:16]=[CH:15][CH:14]=3)=[CH:7][CH:6]=1)([CH3:4])([CH3:3])[CH3:2], predict the reactants needed to synthesize it. The reactants are: [C:1]([C:5]1[CH:35]=[CH:34][C:8]([CH2:9][S:10][C:11]2[O:12][C:13]3[C:18]([C:19](=[O:33])[C:20]=2[CH2:21]OS(C2C=CC(C)=CC=2)(=O)=O)=[CH:17][CH:16]=[CH:15][CH:14]=3)=[CH:7][CH:6]=1)([CH3:4])([CH3:3])[CH3:2].[F-:36].C([N+](CCCC)(CCCC)CCCC)CCC. (4) Given the product [Cl:1][C:2]1[CH:3]=[CH:4][C:5]([NH:8][S:9]([C:12]2[CH:13]=[CH:14][C:15]([O:24][CH3:25])=[C:16]3[C:21]=2[O:20][CH2:19][C@H:18]([N:22]([CH3:28])[CH3:23])[CH2:17]3)(=[O:11])=[O:10])=[CH:6][CH:7]=1, predict the reactants needed to synthesize it. The reactants are: [Cl:1][C:2]1[CH:7]=[CH:6][C:5]([NH:8][S:9]([C:12]2[CH:13]=[CH:14][C:15]([O:24][CH3:25])=[C:16]3[C:21]=2[O:20][CH2:19][C@H:18]([NH:22][CH3:23])[CH2:17]3)(=[O:11])=[O:10])=[CH:4][CH:3]=1.C=O.[C:28]([BH3-])#N.[Na+].Cl. (5) Given the product [I:1][C:2]1[CH:7]=[CH:6][C:5]([O:8][Si:19]([C:15]([CH3:18])([CH3:17])[CH3:16])([CH3:21])[CH3:20])=[C:4]([CH3:9])[CH:3]=1, predict the reactants needed to synthesize it. The reactants are: [I:1][C:2]1[CH:7]=[CH:6][C:5]([OH:8])=[C:4]([CH3:9])[CH:3]=1.N1C=CN=C1.[C:15]([Si:19](Cl)([CH3:21])[CH3:20])([CH3:18])([CH3:17])[CH3:16]. (6) Given the product [CH2:19]([S:21]([C:24]1[CH:29]=[C:28]([C:2]2[CH:10]=[C:9]([NH2:11])[C:8]([O:12][CH3:13])=[C:7]3[C:3]=2[C:4]2[CH:17]=[C:16]([CH3:18])[CH:15]=[N:14][C:5]=2[NH:6]3)[CH:27]=[CH:26][CH:25]=1)(=[O:22])=[O:23])[CH3:20], predict the reactants needed to synthesize it. The reactants are: Br[C:2]1[CH:10]=[C:9]([NH2:11])[C:8]([O:12][CH3:13])=[C:7]2[C:3]=1[C:4]1[CH:17]=[C:16]([CH3:18])[CH:15]=[N:14][C:5]=1[NH:6]2.[CH2:19]([S:21]([C:24]1[CH:25]=[C:26](B(O)O)[CH:27]=[CH:28][CH:29]=1)(=[O:23])=[O:22])[CH3:20].O1CCOCC1.C([O-])([O-])=O.[K+].[K+].